This data is from Reaction yield outcomes from USPTO patents with 853,638 reactions. The task is: Predict the reaction yield, written as a fraction of the theoretical maximum amount of product (1.0 means a 100% yield; for example, 0.34 means a 34% yield). The reactants are [NH2:1][C:2]1[CH:7]=[CH:6][C:5]([CH2:8][N:9]2[CH2:14][CH2:13][N:12]([C:15]([O:17][C:18]([CH3:21])([CH3:20])[CH3:19])=[O:16])[C@@H:11]([CH3:22])[CH2:10]2)=[C:4]([CH3:23])[CH:3]=1.[Cl:24][C:25]1[CH:30]=[CH:29][C:28]([S:31]([C@H:34]2[CH2:39][CH2:38][C@H:37]([C:40]([OH:42])=O)[CH2:36][CH2:35]2)(=[O:33])=[O:32])=[CH:27][CH:26]=1.O.[CH3:44]N(C)C=O. No catalyst specified. The product is [Cl:24][C:25]1[CH:30]=[CH:29][C:28]([S:31]([CH:34]2[CH2:39][CH2:38][CH:37]([C:40]([N:1]([CH3:44])[C:2]3[CH:7]=[CH:6][C:5]([CH2:8][N:9]4[CH2:14][CH2:13][N:12]([C:15]([O:17][C:18]([CH3:19])([CH3:21])[CH3:20])=[O:16])[C@@H:11]([CH3:22])[CH2:10]4)=[C:4]([CH3:23])[CH:3]=3)=[O:42])[CH2:36][CH2:35]2)(=[O:33])=[O:32])=[CH:27][CH:26]=1. The yield is 0.450.